From a dataset of Forward reaction prediction with 1.9M reactions from USPTO patents (1976-2016). Predict the product of the given reaction. (1) Given the reactants [Cl:1][C:2]1[CH:3]=[C:4]([CH:10]=[C:11]([O:13][C:14]2[CH:19]=[C:18]([C:20]#[N:21])[CH:17]=[C:16]([Cl:22])[CH:15]=2)[CH:12]=1)[O:5][CH2:6][C:7](Cl)=[O:8].[Cl:23][C:24]1[CH:30]=[C:29]([S:31]([CH3:34])(=[O:33])=[O:32])[CH:28]=[CH:27][C:25]=1[NH2:26].CCN(C(C)C)C(C)C, predict the reaction product. The product is: [Cl:1][C:2]1[CH:3]=[C:4]([CH:10]=[C:11]([O:13][C:14]2[CH:19]=[C:18]([C:20]#[N:21])[CH:17]=[C:16]([Cl:22])[CH:15]=2)[CH:12]=1)[O:5][CH2:6][C:7]([NH:26][C:25]1[CH:27]=[CH:28][C:29]([S:31]([CH3:34])(=[O:33])=[O:32])=[CH:30][C:24]=1[Cl:23])=[O:8]. (2) The product is: [CH:24]12[CH2:32][CH:28]3[CH2:27][CH:26]([CH2:31][CH:30]([CH2:29]3)[CH:23]1[C:21]1[CH:22]=[C:17]([N:14]3[CH2:15][CH2:16][CH:12]([NH2:8])[CH2:13]3)[N:18]=[C:19]([NH2:33])[N:20]=1)[CH2:25]2. Given the reactants C(O)=O.C([N:8]([CH:12]1[CH2:16][CH2:15][N:14]([C:17]2[CH:22]=[C:21]([CH:23]3[CH:30]4[CH2:31][CH:26]5[CH2:27][CH:28]([CH2:32][CH:24]3[CH2:25]5)[CH2:29]4)[N:20]=[C:19]([NH2:33])[N:18]=2)[CH2:13]1)C(=O)O)(C)(C)C.C(O)(C(F)(F)F)=O, predict the reaction product. (3) The product is: [CH3:3][CH:2]([NH:4][CH2:5][CH:6]([OH:19])[CH2:7][O:8][C:9]1[CH:10]=[CH:11][CH:12]=[C:13]2[CH:18]=[CH:17][CH:16]=[CH:15][C:14]=12)[CH3:1]. Given the reactants [CH3:1][CH:2]([NH:4][CH2:5][CH:6]([OH:19])[CH2:7][O:8][C:9]1[CH:10]=[CH:11][CH:12]=[C:13]2[CH:18]=[CH:17][CH:16]=[CH:15][C:14]=12)[CH3:3].Cl.[OH-].[Na+], predict the reaction product. (4) Given the reactants [Br:1][C:2]1[CH:7]=[CH:6][C:5]([N+:8]([O-:10])=[O:9])=[C:4](F)[CH:3]=1.Cl.[CH3:13][NH2:14], predict the reaction product. The product is: [Br:1][C:2]1[CH:7]=[CH:6][C:5]([N+:8]([O-:10])=[O:9])=[C:4]([CH:3]=1)[NH:14][CH3:13].